This data is from Aqueous solubility values for 9,982 compounds from the AqSolDB database. The task is: Regression/Classification. Given a drug SMILES string, predict its absorption, distribution, metabolism, or excretion properties. Task type varies by dataset: regression for continuous measurements (e.g., permeability, clearance, half-life) or binary classification for categorical outcomes (e.g., BBB penetration, CYP inhibition). For this dataset (solubility_aqsoldb), we predict Y. (1) The molecule is O=C(O)c1c(Cl)c(Cl)c(Cl)c(Cl)c1C(=O)O. The Y is -1.93 log mol/L. (2) The drug is C=CC(=C)CCC=C(C)C. The Y is -4.39 log mol/L. (3) The compound is Cc1ccc(Nc2cc(C(=O)O)c(Nc3ccc(C)cc3)cc2C(=O)O)cc1. The Y is -5.07 log mol/L.